Dataset: Full USPTO retrosynthesis dataset with 1.9M reactions from patents (1976-2016). Task: Predict the reactants needed to synthesize the given product. (1) Given the product [C:31]([NH:33][C:6]12[CH2:11][C:2]3([CH3:1])[CH2:9][CH:8]([CH2:10][C:4]([CH3:12])([CH2:3]3)[CH2:5]1)[CH2:7]2)(=[O:27])[CH3:32], predict the reactants needed to synthesize it. The reactants are: [CH3:1][C:2]12[CH2:11][CH:6]3[CH2:7][CH:8]([CH2:10][C:4]([CH3:12])([CH2:5]3)[CH2:3]1)[CH2:9]2.[N+]([O-])(O)=O.OS(O)(=O)=O.OS(O)(=O)=O.[O:27]=S(=O)=O.[C:31](#[N:33])[CH3:32]. (2) Given the product [CH:33]1([CH:23]([NH:24][C:25]([C:27]2[CH:32]=[N:31][CH:30]=[CH:29][N:28]=2)=[O:26])[C:22]([NH:21][CH:16]([C:17]([CH3:19])([CH3:20])[CH3:18])[C:15]([N:6]2[CH:5]([C:3]([OH:4])=[O:2])[CH2:9][C:8]3([S:10][CH2:11][CH2:12][CH2:13][S:14]3)[CH2:7]2)=[O:40])=[O:39])[CH2:34][CH2:35][CH2:36][CH2:37][CH2:38]1, predict the reactants needed to synthesize it. The reactants are: C[O:2][C:3]([CH:5]1[CH2:9][C:8]2([S:14][CH2:13][CH2:12][CH2:11][S:10]2)[CH2:7][N:6]1[C:15](=[O:40])[CH:16]([NH:21][C:22](=[O:39])[CH:23]([CH:33]1[CH2:38][CH2:37][CH2:36][CH2:35][CH2:34]1)[NH:24][C:25]([C:27]1[CH:32]=[N:31][CH:30]=[CH:29][N:28]=1)=[O:26])[C:17]([CH3:20])([CH3:19])[CH3:18])=[O:4].[Li+].[OH-]. (3) Given the product [C:1]([O:5][C:6]([N:8]([CH3:34])[C:9]([CH2:21][CH2:22][CH2:23][CH2:24][B:25]1[O:26][C:27]([CH3:33])([CH3:32])[C:28]([CH3:31])([CH3:30])[O:29]1)([CH2:17][CH2:18][CH:19]=[CH2:20])[C:10]([O:12][C:13]([CH3:14])([CH3:15])[CH3:16])=[O:11])=[O:7])([CH3:2])([CH3:3])[CH3:4], predict the reactants needed to synthesize it. The reactants are: [C:1]([O:5][C:6]([NH:8][C:9]([CH2:21][CH2:22][CH2:23][CH2:24][B:25]1[O:29][C:28]([CH3:31])([CH3:30])[C:27]([CH3:33])([CH3:32])[O:26]1)([CH2:17][CH2:18][CH:19]=[CH2:20])[C:10]([O:12][C:13]([CH3:16])([CH3:15])[CH3:14])=[O:11])=[O:7])([CH3:4])([CH3:3])[CH3:2].[CH2:34]1COCC1.C[Si]([N-][Si](C)(C)C)(C)C.[Na+].IC. (4) Given the product [F:16][C:17]1[CH:18]=[CH:19][C:20]([C:23]2([CH3:29])[O:28][CH2:27][CH2:26][N:25]([C:2]3[C:11]4[C:6](=[CH:7][C:8]([O:14][CH3:15])=[C:9]([O:12][CH3:13])[CH:10]=4)[N:5]=[N:4][CH:3]=3)[CH2:24]2)=[CH:21][CH:22]=1, predict the reactants needed to synthesize it. The reactants are: Br[C:2]1[C:11]2[C:6](=[CH:7][C:8]([O:14][CH3:15])=[C:9]([O:12][CH3:13])[CH:10]=2)[N:5]=[N:4][CH:3]=1.[F:16][C:17]1[CH:22]=[CH:21][C:20]([C:23]2([CH3:29])[O:28][CH2:27][CH2:26][NH:25][CH2:24]2)=[CH:19][CH:18]=1.CC1(C)C2C=CC=C(P(C3C=CC=CC=3)C3C=CC=CC=3)C=2OC2C1=CC=CC=2P(C1C=CC=CC=1)C1C=CC=CC=1.CC(C)([O-])C.[Na+].C1(C)C=CC=CC=1.CO. (5) Given the product [F:23][C:22]([F:24])([F:25])[C:20]1[CH:21]=[C:16]([C:13]([CH3:15])([CH3:14])[C:12]([N:11]([C:8]2[CH:9]=[N:10][C:5]([N:4]3[CH2:3][CH2:2][N:1]([S:58]([CH3:57])(=[O:60])=[O:59])[CH2:40]3)=[CH:6][C:7]=2[C:32]2[CH:37]=[CH:36][C:35]([F:38])=[CH:34][C:33]=2[CH3:39])[CH3:31])=[O:30])[CH:17]=[C:18]([C:26]([F:27])([F:28])[F:29])[CH:19]=1, predict the reactants needed to synthesize it. The reactants are: [NH2:1][CH2:2][CH2:3][NH:4][C:5]1[N:10]=[CH:9][C:8]([N:11]([CH3:31])[C:12](=[O:30])[C:13]([C:16]2[CH:21]=[C:20]([C:22]([F:25])([F:24])[F:23])[CH:19]=[C:18]([C:26]([F:29])([F:28])[F:27])[CH:17]=2)([CH3:15])[CH3:14])=[C:7]([C:32]2[CH:37]=[CH:36][C:35]([F:38])=[CH:34][C:33]=2[CH3:39])[CH:6]=1.[CH2:40]=O.S([O-])([O-])(=O)=O.[Mg+2].C(N(CC)C(C)C)(C)C.[CH3:57][S:58](Cl)(=[O:60])=[O:59]. (6) Given the product [CH3:28][C:29]1[N:30]([C:2]2[CH:3]=[C:4]([CH2:8][C@@H:9]([NH2:11])[CH3:10])[CH:5]=[CH:6][CH:7]=2)[CH:31]=[CH:32][N:33]=1, predict the reactants needed to synthesize it. The reactants are: Br[C:2]1[CH:3]=[C:4]([CH2:8][C@@H:9]([NH:11]C(=O)OCC2C=CC=CC=2)[CH3:10])[CH:5]=[CH:6][CH:7]=1.C([O-])([O-])=O.[K+].[K+].[CH3:28][C:29]1[NH:30][CH:31]=[CH:32][N:33]=1.